From a dataset of Full USPTO retrosynthesis dataset with 1.9M reactions from patents (1976-2016). Predict the reactants needed to synthesize the given product. (1) Given the product [CH:1]1([C@H:4]([NH:7][C:8]2[C:13]([NH2:14])=[C:12]([C:17]3[CH:22]=[C:21]([F:23])[C:20]([O:24][CH3:25])=[CH:19][C:18]=3[CH3:26])[CH:11]=[CH:10][N:9]=2)[CH2:5][CH3:6])[CH2:3][CH2:2]1, predict the reactants needed to synthesize it. The reactants are: [CH:1]1([C@H:4]([NH:7][C:8]2[C:13]([N+:14]([O-])=O)=[C:12]([C:17]3[CH:22]=[C:21]([F:23])[C:20]([O:24][CH3:25])=[CH:19][C:18]=3[CH3:26])[CH:11]=[CH:10][N:9]=2)[CH2:5][CH3:6])[CH2:3][CH2:2]1.[O-]S(S([O-])=O)=O.[Na+].[Na+]. (2) The reactants are: Br[C:2]1[C:9]([O:10][C:11]2[CH:16]=[CH:15][C:14]([N+:17]([O-:19])=[O:18])=[CH:13][CH:12]=2)=[C:8]([O:20][CH3:21])[CH:7]=[CH:6][C:3]=1[CH:4]=[O:5].C(=O)([O-])[O-].[Na+].[Na+]. Given the product [CH3:21][O:20][C:8]1[C:9]2[O:10][C:11]3[CH:16]=[CH:15][C:14]([N+:17]([O-:19])=[O:18])=[CH:13][C:12]=3[C:2]=2[C:3]([CH:4]=[O:5])=[CH:6][CH:7]=1, predict the reactants needed to synthesize it. (3) Given the product [Cl:1][C:2]1[CH:24]=[CH:23][C:5]([CH2:6][NH:7][C:8]([C:10]2[C:11](=[O:22])[C:12]3[S:19][C:18]([CH2:20][N:35]([CH2:34][CH:33]([OH:37])[C:30]4[CH:31]=[CH:32][C:27]([O:26][CH3:25])=[CH:28][CH:29]=4)[CH3:36])=[CH:17][C:13]=3[N:14]([CH3:16])[CH:15]=2)=[O:9])=[CH:4][CH:3]=1, predict the reactants needed to synthesize it. The reactants are: [Cl:1][C:2]1[CH:24]=[CH:23][C:5]([CH2:6][NH:7][C:8]([C:10]2[C:11](=[O:22])[C:12]3[S:19][C:18]([CH2:20]Cl)=[CH:17][C:13]=3[N:14]([CH3:16])[CH:15]=2)=[O:9])=[CH:4][CH:3]=1.[CH3:25][O:26][C:27]1[CH:32]=[CH:31][C:30]([CH:33]([OH:37])[CH2:34][NH:35][CH3:36])=[CH:29][CH:28]=1.C(N(C(C)C)CC)(C)C. (4) Given the product [CH3:39][O:38][C:34]1[CH:33]=[C:32]([CH:37]=[CH:36][CH:35]=1)[C:31]([NH:30][CH:27]1[CH2:26][CH2:25][N:24]([CH2:23][C:19]2[CH:18]=[CH:17][C:16]3[C:21](=[CH:22][C:13]([O:12][CH2:8][CH2:9][O:10][CH3:11])=[CH:14][CH:15]=3)[CH:20]=2)[CH2:29][CH2:28]1)=[O:40], predict the reactants needed to synthesize it. The reactants are: C([O-])([O-])=O.[K+].[K+].Br[CH2:8][CH2:9][O:10][CH3:11].[OH:12][C:13]1[CH:22]=[C:21]2[C:16]([CH:17]=[CH:18][C:19]([CH2:23][N:24]3[CH2:29][CH2:28][CH:27]([NH:30][C:31](=[O:40])[C:32]4[CH:37]=[CH:36][CH:35]=[C:34]([O:38][CH3:39])[CH:33]=4)[CH2:26][CH2:25]3)=[CH:20]2)=[CH:15][CH:14]=1.O. (5) Given the product [CH2:13]([C:11]1([CH3:12])[C:27]2[CH:26]=[CH:25][S:24][C:23]=2[C:7]2[S:6][CH:10]=[CH:9][C:8]1=2)[CH2:14][CH2:15][CH2:16][CH2:17][CH2:18][CH2:19][CH2:20][CH3:21], predict the reactants needed to synthesize it. The reactants are: OS(O)(=O)=O.[S:6]1[CH:10]=[CH:9][C:8]([C:11](O)([CH2:13][CH2:14][CH2:15][CH2:16][CH2:17][CH2:18][CH2:19][CH2:20][CH3:21])[CH3:12])=[C:7]1[C:23]1[S:24][CH:25]=[CH:26][CH:27]=1.C(Cl)Cl.